Dataset: Full USPTO retrosynthesis dataset with 1.9M reactions from patents (1976-2016). Task: Predict the reactants needed to synthesize the given product. Given the product [O:19]([C:2]1[N:3]=[C:4]([OH:12])[C:5]2[CH:11]=[CH:10][N:9]=[CH:8][C:6]=2[N:7]=1)[C:13]1[CH:18]=[CH:17][CH:16]=[CH:15][CH:14]=1, predict the reactants needed to synthesize it. The reactants are: Cl[C:2]1[N:3]=[C:4]([OH:12])[C:5]2[CH:11]=[CH:10][N:9]=[CH:8][C:6]=2[N:7]=1.[C:13]1([OH:19])[CH:18]=[CH:17][CH:16]=[CH:15][CH:14]=1.C([O-])([O-])=O.[Cs+].[Cs+].